Predict the reactants needed to synthesize the given product. From a dataset of Full USPTO retrosynthesis dataset with 1.9M reactions from patents (1976-2016). (1) Given the product [CH2:1]([O:3][C:4](=[O:23])[CH2:5][N:6]([C:13]1[CH:14]=[CH:15][CH:16]=[C:17]2[C:22]=1[CH2:21][N:20]([CH2:32][CH:31]=[CH2:30])[CH2:19][CH2:18]2)[C:7](=[O:12])[C:8]([F:10])([F:9])[F:11])[CH3:2], predict the reactants needed to synthesize it. The reactants are: [CH2:1]([O:3][C:4](=[O:23])[CH2:5][N:6]([C:13]1[CH:14]=[CH:15][CH:16]=[C:17]2[C:22]=1[CH2:21][NH:20][CH2:19][CH2:18]2)[C:7](=[O:12])[C:8]([F:11])([F:10])[F:9])[CH3:2].C([O-])([O-])=O.[K+].[K+].[CH2:30](Br)[CH:31]=[CH2:32]. (2) Given the product [Cl:19][C:20]1[CH:39]=[CH:38][C:23]([NH:24][C:25]2[C:34]3[C:29](=[CH:30][C:31]([O:37][CH2:42][C:43]4[CH:48]=[CH:47][N:46]=[C:45]([C:49]([O:51][CH2:52][CH3:53])=[O:50])[CH:44]=4)=[C:32]([O:35][CH3:36])[CH:33]=3)[N:28]=[CH:27][N:26]=2)=[C:22]([F:40])[CH:21]=1, predict the reactants needed to synthesize it. The reactants are: N(C(N1CCCCC1)=O)=NC(N1CCCCC1)=O.[Cl:19][C:20]1[CH:39]=[CH:38][C:23]([NH:24][C:25]2[C:34]3[C:29](=[CH:30][C:31]([OH:37])=[C:32]([O:35][CH3:36])[CH:33]=3)[N:28]=[CH:27][N:26]=2)=[C:22]([F:40])[CH:21]=1.O[CH2:42][C:43]1[CH:48]=[CH:47][N:46]=[C:45]([C:49]([O:51][CH2:52][CH3:53])=[O:50])[CH:44]=1.C(P(CCCC)CCCC)CCC.